This data is from Reaction yield outcomes from USPTO patents with 853,638 reactions. The task is: Predict the reaction yield, written as a fraction of the theoretical maximum amount of product (1.0 means a 100% yield; for example, 0.34 means a 34% yield). (1) The reactants are CS(C)=O.C(Cl)(=O)C(Cl)=O.[CH3:11][O:12][C:13]1[CH:18]=[C:17]([CH3:19])[C:16]([S:20]([N:23]2[CH2:28][CH2:27][CH2:26][CH2:25][CH:24]2[CH2:29][OH:30])(=[O:22])=[O:21])=[C:15]([CH3:31])[CH:14]=1.C(N(CC)CC)C. The catalyst is C(Cl)Cl.O. The product is [CH3:11][O:12][C:13]1[CH:14]=[C:15]([CH3:31])[C:16]([S:20]([N:23]2[CH2:28][CH2:27][CH2:26][CH2:25][CH:24]2[CH:29]=[O:30])(=[O:21])=[O:22])=[C:17]([CH3:19])[CH:18]=1. The yield is 0.900. (2) The reactants are [CH2:1]([O:3][C:4](=[O:37])[CH2:5][N:6]1[C:14]2[CH2:13][CH2:12][CH2:11][C@@H:10]([N:15]([S:17]([C:20]3[CH:21]=[N:22][C:23]([O:29][C:30]4[CH:35]=[CH:34][C:33]([Cl:36])=[CH:32][CH:31]=4)=[C:24]([C:26]([CH3:28])=[CH2:27])[CH:25]=3)(=[O:19])=[O:18])[CH3:16])[C:9]=2[CH:8]=[N:7]1)[CH3:2]. The catalyst is CO.[Pd]. The product is [CH2:1]([O:3][C:4](=[O:37])[CH2:5][N:6]1[C:14]2[CH2:13][CH2:12][CH2:11][C@@H:10]([N:15]([S:17]([C:20]3[CH:21]=[N:22][C:23]([O:29][C:30]4[CH:31]=[CH:32][C:33]([Cl:36])=[CH:34][CH:35]=4)=[C:24]([CH:26]([CH3:28])[CH3:27])[CH:25]=3)(=[O:18])=[O:19])[CH3:16])[C:9]=2[CH:8]=[N:7]1)[CH3:2]. The yield is 0.530. (3) The reactants are NC[C:3]1[N:7]2[CH:8]=CC=C[C:6]2=NC=1CN(C)[C@@H]1C2N=CC=CC=2CCC1.CN(C)CCC[C:30]1[N:34]2[CH:35]=[CH:36][CH:37]=[CH:38][C:33]2=[N:32][C:31]=1[CH2:39][N:40]([CH3:51])[C@@H:41]1[C:50]2[N:49]=[CH:48][CH:47]=[CH:46][C:45]=2[CH2:44][CH2:43][CH2:42]1. No catalyst specified. The product is [CH3:6][N:7]([CH2:8][C:30]1[N:34]2[CH:35]=[CH:36][CH:37]=[CH:38][C:33]2=[N:32][C:31]=1[CH2:39][N:40]([CH3:51])[C@@H:41]1[C:50]2[N:49]=[CH:48][CH:47]=[CH:46][C:45]=2[CH2:44][CH2:43][CH2:42]1)[CH3:3]. The yield is 0.500.